This data is from Forward reaction prediction with 1.9M reactions from USPTO patents (1976-2016). The task is: Predict the product of the given reaction. (1) Given the reactants [H-].[Na+].[Cl:3][C:4]1[CH:9]=[CH:8][C:7]([CH2:10][C:11]([C:13]2[C:18]([O:19]C(=O)C(C)C)=[C:17]([F:25])[C:16]([F:26])=[CH:15][CH:14]=2)=[O:12])=[CH:6][CH:5]=1, predict the reaction product. The product is: [Cl:3][C:4]1[CH:5]=[CH:6][C:7]([CH:10]([C:11](=[O:12])[CH:13]([CH3:18])[CH3:14])[C:11]([C:13]2[CH:14]=[CH:15][C:16]([F:26])=[C:17]([F:25])[C:18]=2[OH:19])=[O:12])=[CH:8][CH:9]=1. (2) Given the reactants C1(P(C2CCCCC2)C2C=CC=CC=2C2C=CC=CC=2)CCCCC1.[CH3:26][O:27][C:28]1[CH:29]=[C:30]([NH2:40])[CH:31]=[CH:32][C:33]=1[N:34]1[CH:38]=[N:37][C:36]([CH3:39])=[N:35]1.[CH2:41]([C:48]1[CH:53]=[C:52]([CH3:54])[N:51]=[C:50](Cl)[N:49]=1)[C:42]1[CH:47]=[CH:46][CH:45]=[CH:44][CH:43]=1.O, predict the reaction product. The product is: [CH2:41]([C:48]1[CH:53]=[C:52]([CH3:54])[N:51]=[C:50]([NH:40][C:30]2[CH:31]=[CH:32][C:33]([N:34]3[CH:38]=[N:37][C:36]([CH3:39])=[N:35]3)=[C:28]([O:27][CH3:26])[CH:29]=2)[N:49]=1)[C:42]1[CH:43]=[CH:44][CH:45]=[CH:46][CH:47]=1. (3) Given the reactants Cl[C:2]1[N:3]=[C:4]([N:16]2[CH2:21][CH2:20][O:19][CH2:18][CH2:17]2)[C:5]2[S:10][C:9]([C:11]3[N:12]=[CH:13][S:14][CH:15]=3)=[N:8][C:6]=2[N:7]=1.C(=O)([O-])[O-].[Na+].[Na+].[C:28](#[N:30])[CH3:29], predict the reaction product. The product is: [O:19]1[CH2:20][CH2:21][N:16]([C:4]2[C:5]3[S:10][C:9]([C:11]4[N:12]=[CH:13][S:14][CH:15]=4)=[N:8][C:6]=3[N:7]=[C:2]([C:29]3[CH:28]=[N:30][C:2]([NH2:7])=[N:3][CH:4]=3)[N:3]=2)[CH2:17][CH2:18]1. (4) Given the reactants [O:1]=[CH:2][C@H:3]([C@@H:5]([C@H:7]([CH2:9][OH:10])[OH:8])[OH:6])[OH:4].[O-]S([O-])(=O)=O.[Mg+2].OS(O)(=O)=O.Cl.[O-]P([O-])([O-])=O.[K+].[K+].[K+].[CH3:31][C:32]([CH3:34])=O, predict the reaction product. The product is: [OH:1][CH2:2][C@@H:3]1[O:4][C@@H:9]2[C@@H:7]([O:8][C:32]([CH3:34])([CH3:31])[O:10]2)[C@@H:5]1[OH:6].